From a dataset of Reaction yield outcomes from USPTO patents with 853,638 reactions. Predict the reaction yield, written as a fraction of the theoretical maximum amount of product (1.0 means a 100% yield; for example, 0.34 means a 34% yield). The reactants are [Cl-].[NH4+].[CH2:3]([O:5][C:6](=[O:20])/[CH:7]=[CH:8]/[C:9]1[CH:10]=[N:11][C:12]([N+:17]([O-])=O)=[C:13]([O:15][CH3:16])[CH:14]=1)[CH3:4]. The catalyst is C(O)C.O.[Fe]. The product is [CH2:3]([O:5][C:6](=[O:20])/[CH:7]=[CH:8]/[C:9]1[CH:10]=[N:11][C:12]([NH2:17])=[C:13]([O:15][CH3:16])[CH:14]=1)[CH3:4]. The yield is 0.660.